From a dataset of Full USPTO retrosynthesis dataset with 1.9M reactions from patents (1976-2016). Predict the reactants needed to synthesize the given product. (1) Given the product [CH2:27]([O:29][C:30](=[O:49])[C:31]([C:33]1[CH:38]=[CH:37][C:36]([C:21]2[CH:22]=[CH:23][C:18]([C:17]3[O:16][N:15]=[C:14]([CH3:25])[C:13]=3[NH:12][C:11]([O:10][C@@H:8]([C:3]3[CH:4]=[CH:5][CH:6]=[CH:7][C:2]=3[F:1])[CH3:9])=[O:26])=[CH:19][CH:20]=2)=[CH:35][CH:34]=1)([CH3:48])[CH3:32])[CH3:28], predict the reactants needed to synthesize it. The reactants are: [F:1][C:2]1[CH:7]=[CH:6][CH:5]=[CH:4][C:3]=1[C@H:8]([O:10][C:11](=[O:26])[NH:12][C:13]1[C:14]([CH3:25])=[N:15][O:16][C:17]=1[C:18]1[CH:23]=[CH:22][C:21](Br)=[CH:20][CH:19]=1)[CH3:9].[CH2:27]([O:29][C:30](=[O:49])[C:31]([CH3:48])([C:33]1[CH:38]=[CH:37][C:36](B2OC(C)(C)C(C)(C)O2)=[CH:35][CH:34]=1)[CH3:32])[CH3:28]. (2) Given the product [CH3:1][C@@:2]12[C:18]([O:19][S:42]([C:45]([F:48])([F:47])[F:46])(=[O:44])=[O:43])=[CH:17][CH2:16][C@H:15]1[CH2:14][C@@H:13]1[C@H:4]([CH2:5][CH2:6][C@H:7]3[C@@:12]1([CH3:20])[CH2:11][CH2:10][C@H:9]([O:21][CH2:22][O:23][CH3:24])[CH2:8]3)[CH2:3]2, predict the reactants needed to synthesize it. The reactants are: [CH3:1][C@@:2]12[C:18](=[O:19])[CH2:17][CH2:16][C@H:15]1[CH2:14][C@@H:13]1[C@H:4]([CH2:5][CH2:6][C@H:7]3[C@@:12]1([CH3:20])[CH2:11][CH2:10][C@H:9]([O:21][CH2:22][O:23][CH3:24])[CH2:8]3)[CH2:3]2.C[Si]([N-][Si](C)(C)C)(C)C.[K+].C1C=CC(N([S:42]([C:45]([F:48])([F:47])[F:46])(=[O:44])=[O:43])[S:42]([C:45]([F:48])([F:47])[F:46])(=[O:44])=[O:43])=CC=1.O. (3) Given the product [CH3:18][C:17]([O:16][C:14]([N:11]1[CH2:10][CH2:9][CH:8]([O:7][CH:4]2[CH2:3][CH2:2][N:1]([C:28]3[N:33]=[CH:32][C:31]([C:34]([O:36][CH2:37][CH3:38])=[O:35])=[CH:30][CH:29]=3)[CH2:6][CH2:5]2)[CH2:13][CH2:12]1)=[O:15])([CH3:20])[CH3:19], predict the reactants needed to synthesize it. The reactants are: [NH:1]1[CH2:6][CH2:5][CH:4]([O:7][CH:8]2[CH2:13][CH2:12][N:11]([C:14]([O:16][C:17]([CH3:20])([CH3:19])[CH3:18])=[O:15])[CH2:10][CH2:9]2)[CH2:3][CH2:2]1.C(=O)([O-])[O-].[K+].[K+].Cl[C:28]1[N:33]=[CH:32][C:31]([C:34]([O:36][CH2:37][CH3:38])=[O:35])=[CH:30][CH:29]=1.